Dataset: Forward reaction prediction with 1.9M reactions from USPTO patents (1976-2016). Task: Predict the product of the given reaction. (1) The product is: [NH2:11][C:7]1[C:6]2[C:2]([C:21]3[C:13]([F:12])=[C:14]4[C:18](=[CH:19][CH:20]=3)[N:17]([C:31]([O:33][C:34]([CH3:36])([CH3:35])[CH3:37])=[O:32])[CH2:16][CH2:15]4)=[CH:3][O:4][C:5]=2[CH:10]=[CH:9][N:8]=1. Given the reactants Br[C:2]1[C:6]2[C:7]([NH2:11])=[N:8][CH:9]=[CH:10][C:5]=2[O:4][CH:3]=1.[F:12][C:13]1[C:21](B2OC(C)(C)C(C)(C)O2)=[CH:20][CH:19]=[C:18]2[C:14]=1[CH2:15][CH2:16][N:17]2[C:31]([O:33][C:34]([CH3:37])([CH3:36])[CH3:35])=[O:32].C(=O)(O)[O-].[Na+], predict the reaction product. (2) Given the reactants Cl[C:2]1[N:7]=[C:6]([NH:8][CH3:9])[N:5]=[C:4]([N:10]2[C@H:15]([C:16]([F:19])([F:18])[F:17])[CH2:14][CH2:13][C@H:12]([C:20]([NH:22][CH2:23][C:24]3[CH:29]=[CH:28][CH:27]=[CH:26][CH:25]=3)=[O:21])[CH2:11]2)[CH:3]=1.[C:30]([C:32]1[CH:37]=[CH:36][C:35](B(O)O)=[CH:34][C:33]=1[F:41])#[N:31].C([O-])(O)=O.[Na+].N#N, predict the reaction product. The product is: [C:30]([C:32]1[CH:37]=[CH:36][C:35]([C:2]2[N:7]=[C:6]([NH:8][CH3:9])[N:5]=[C:4]([N:10]3[C@H:15]([C:16]([F:19])([F:18])[F:17])[CH2:14][CH2:13][C@H:12]([C:20]([NH:22][CH2:23][C:24]4[CH:25]=[CH:26][CH:27]=[CH:28][CH:29]=4)=[O:21])[CH2:11]3)[CH:3]=2)=[CH:34][C:33]=1[F:41])#[N:31]. (3) Given the reactants [CH2:1]([O:3][C:4](=O)[CH2:5][O:6][C:7]1[CH:16]=[CH:15][CH:14]=[CH:13][C:8]=1C(OC)=O)[CH3:2].C(COC1C=CC=CC=1C(O)=O)(O)=[O:19].C(OC(=O)C)(=O)C.C([O-])(=O)C.[Na+], predict the reaction product. The product is: [C:1]([O:3][C:4]1[C:8]2[CH:13]=[CH:14][CH:15]=[CH:16][C:7]=2[O:6][CH:5]=1)(=[O:19])[CH3:2]. (4) The product is: [CH2:54]([O:53][C:51]1[CH:50]=[C:37]([CH:36]=[C:35]([O:34][CH2:27][C:28]2[CH:33]=[CH:32][CH:31]=[CH:30][CH:29]=2)[CH:52]=1)[C:38]([NH:40][C:41]1[CH:49]=[CH:48][C:44]([C:45]([NH:25][CH2:24][CH2:23][N:22]([CH3:26])[CH3:21])=[O:46])=[CH:43][N:42]=1)=[O:39])[C:55]1[CH:56]=[CH:57][CH:58]=[CH:59][CH:60]=1. Given the reactants C(N(C(C)C)CC)(C)C.CN(C)CCCN=C=NCC.[CH3:21][N:22]([CH3:26])[CH2:23][CH2:24][NH2:25].[CH2:27]([O:34][C:35]1[CH:36]=[C:37]([CH:50]=[C:51]([O:53][CH2:54][C:55]2[CH:60]=[CH:59][CH:58]=[CH:57][CH:56]=2)[CH:52]=1)[C:38]([NH:40][C:41]1[CH:49]=[CH:48][C:44]([C:45](O)=[O:46])=[CH:43][N:42]=1)=[O:39])[C:28]1[CH:33]=[CH:32][CH:31]=[CH:30][CH:29]=1, predict the reaction product. (5) Given the reactants [CH2:1]([CH2:11]/[C:12](/[CH3:21])=[CH:13]/[CH2:14][CH2:15]/[C:16](/[CH3:20])=[CH:17]/[CH2:18]Br)/[CH:2]=[C:3](/[CH2:5][CH2:6][CH:7]=[C:8]([CH3:10])[CH3:9])\[CH3:4].[CH3:22][O:23][C:24](=[O:34])[C:25]1[CH:30]=[CH:29][C:28]([O:31][CH3:32])=[C:27]([NH2:33])[CH:26]=1, predict the reaction product. The product is: [CH3:22][O:23][C:24](=[O:34])[C:25]1[CH:30]=[CH:29][C:28]([O:31][CH3:32])=[C:27]([NH:33][CH2:18][CH:17]=[C:16]([CH3:20])[CH2:15][CH2:14][CH:13]=[C:12]([CH3:21])[CH2:11][CH2:1][CH:2]=[C:3]([CH3:4])[CH2:5][CH2:6][CH:7]=[C:8]([CH3:10])[CH3:9])[CH:26]=1. (6) Given the reactants [O:1]1[CH2:6][CH2:5][N:4]([C:7]2[C:8]3[N:9]([CH:13]=[C:14]([C:16](OCC)=[O:17])[N:15]=3)[CH:10]=[CH:11][N:12]=2)[CH2:3][CH2:2]1.[H-].[H-].[H-].[H-].[Li+].[Al+3], predict the reaction product. The product is: [O:1]1[CH2:2][CH2:3][N:4]([C:7]2[C:8]3[N:9]([CH:13]=[C:14]([CH2:16][OH:17])[N:15]=3)[CH:10]=[CH:11][N:12]=2)[CH2:5][CH2:6]1. (7) Given the reactants [NH2:1][C:2]1[CH:7]=[C:6]([Br:8])[CH:5]=[CH:4][C:3]=1[CH2:9][CH2:10][NH:11][S:12]([C:15]1[CH:20]=[C:19]([C:21]#[N:22])[CH:18]=[CH:17][C:16]=1[O:23][CH3:24])(=[O:14])=[O:13].Br[CH2:26][C:27]([O:29][CH2:30][CH3:31])=[O:28].C(N(CC)C(C)C)(C)C.O, predict the reaction product. The product is: [Br:8][C:6]1[CH:5]=[CH:4][C:3]([CH2:9][CH2:10][NH:11][S:12]([C:15]2[CH:20]=[C:19]([C:21]#[N:22])[CH:18]=[CH:17][C:16]=2[O:23][CH3:24])(=[O:14])=[O:13])=[C:2]([NH:1][CH2:26][C:27]([O:29][CH2:30][CH3:31])=[O:28])[CH:7]=1. (8) Given the reactants CCN(C(C)C)C(C)C.[Cl:10][C:11]1[CH:19]=[CH:18][C:17]([F:20])=[CH:16][C:12]=1[C:13]([OH:15])=O.C1C=CC2N(O)N=NC=2C=1.CCN=C=NCCCN(C)C.[O:42]=[C:43]([N:60]1[CH2:65][CH2:64][NH:63][CH2:62][CH2:61]1)[CH2:44][NH:45][C:46]([C:48]1[CH:53]=[CH:52][C:51]([C:54]2[CH:59]=[CH:58][CH:57]=[CH:56][CH:55]=2)=[CH:50][CH:49]=1)=[O:47], predict the reaction product. The product is: [Cl:10][C:11]1[CH:19]=[CH:18][C:17]([F:20])=[CH:16][C:12]=1[C:13]([N:63]1[CH2:62][CH2:61][N:60]([C:43](=[O:42])[CH2:44][NH:45][C:46]([C:48]2[CH:53]=[CH:52][C:51]([C:54]3[CH:59]=[CH:58][CH:57]=[CH:56][CH:55]=3)=[CH:50][CH:49]=2)=[O:47])[CH2:65][CH2:64]1)=[O:15].